This data is from Forward reaction prediction with 1.9M reactions from USPTO patents (1976-2016). The task is: Predict the product of the given reaction. Given the reactants C([N:8]1[CH2:13][C:12]([CH3:15])([CH3:14])[CH2:11][CH2:10][CH:9]1[CH2:16][NH:17][C:18](=[O:23])[C:19]([F:22])([F:21])[F:20])C1C=CC=CC=1.[C:32](O[C:32]([O:34][C:35]([CH3:38])([CH3:37])[CH3:36])=[O:33])([O:34][C:35]([CH3:38])([CH3:37])[CH3:36])=[O:33], predict the reaction product. The product is: [C:35]([O:34][C:32]([N:8]1[CH2:13][C:12]([CH3:14])([CH3:15])[CH2:11][CH2:10][CH:9]1[CH2:16][NH:17][C:18](=[O:23])[C:19]([F:21])([F:22])[F:20])=[O:33])([CH3:36])([CH3:37])[CH3:38].